Dataset: Reaction yield outcomes from USPTO patents with 853,638 reactions. Task: Predict the reaction yield, written as a fraction of the theoretical maximum amount of product (1.0 means a 100% yield; for example, 0.34 means a 34% yield). The reactants are [F:1][C:2]1[CH:3]=[C:4]2[C:8](=[CH:9][CH:10]=1)[N:7]([NH2:11])[CH:6]=[C:5]2[CH3:12].[CH3:13][C:14]1[C:19]([C:20](O)=[O:21])=[CH:18][N:17]=[C:16]([C:23]2[CH:28]=[CH:27][CH:26]=[CH:25][N:24]=2)[N:15]=1. The catalyst is CN(C=O)C. The product is [F:1][C:2]1[CH:3]=[C:4]2[C:8](=[CH:9][CH:10]=1)[N:7]([NH:11][C:20]([C:19]1[C:14]([CH3:13])=[N:15][C:16]([C:23]3[CH:28]=[CH:27][CH:26]=[CH:25][N:24]=3)=[N:17][CH:18]=1)=[O:21])[CH:6]=[C:5]2[CH3:12]. The yield is 0.830.